Predict the reaction yield, written as a fraction of the theoretical maximum amount of product (1.0 means a 100% yield; for example, 0.34 means a 34% yield). From a dataset of Reaction yield outcomes from USPTO patents with 853,638 reactions. (1) The reactants are C(=O)([O-])[O-].[Cs+].[Cs+].[F:7][C:8]1[CH:17]=[C:16]2[C:11]([CH:12]=[CH:13][C:14]([C:18]([O:20][CH2:21][CH3:22])=[O:19])=[N:15]2)=[CH:10][C:9]=1[C:23]1[CH:28]=[CH:27][C:26]([OH:29])=[CH:25][CH:24]=1.Cl[CH2:31][C:32]1[C:33]([C:40]2[C:45]([Cl:46])=[CH:44][CH:43]=[CH:42][C:41]=2[Cl:47])=[N:34][O:35][C:36]=1[CH:37]([CH3:39])[CH3:38].O. The catalyst is CN(C)C=O. The product is [Cl:46][C:45]1[CH:44]=[CH:43][CH:42]=[C:41]([Cl:47])[C:40]=1[C:33]1[C:32]([CH2:31][O:29][C:26]2[CH:25]=[CH:24][C:23]([C:9]3[CH:10]=[C:11]4[C:16](=[CH:17][C:8]=3[F:7])[N:15]=[C:14]([C:18]([O:20][CH2:21][CH3:22])=[O:19])[CH:13]=[CH:12]4)=[CH:28][CH:27]=2)=[C:36]([CH:37]([CH3:39])[CH3:38])[O:35][N:34]=1. The yield is 0.490. (2) The reactants are [Br:1][C:2]1[CH:3]=[C:4]([CH2:8][CH2:9]/[C:10](/[CH3:19])=[CH:11]/[C:12]([O:14]C(C)(C)C)=[O:13])[CH:5]=[CH:6][CH:7]=1. The catalyst is ClCCl. The product is [Br:1][C:2]1[CH:3]=[C:4]([CH2:8][CH2:9]/[C:10](/[CH3:19])=[CH:11]/[C:12]([OH:14])=[O:13])[CH:5]=[CH:6][CH:7]=1. The yield is 0.840. (3) The yield is 0.820. The reactants are Br[C:2]1[CH:12]=[C:11]([CH3:13])[C:5]2[N:6]=[C:7]([NH2:10])[N:8]=[N:9][C:4]=2[CH:3]=1.[CH3:14][S:15]([NH:18][C:19]1[CH:20]=[C:21](B(O)O)[CH:22]=[CH:23][CH:24]=1)(=[O:17])=[O:16].C(=O)([O-])[O-].[Na+].[Na+]. The catalyst is [Pd].C1(P(C2C=CC=CC=2)C2C=CC=CC=2)C=CC=CC=1.C1(P(C2C=CC=CC=2)C2C=CC=CC=2)C=CC=CC=1.C1(P(C2C=CC=CC=2)C2C=CC=CC=2)C=CC=CC=1.C1(P(C2C=CC=CC=2)C2C=CC=CC=2)C=CC=CC=1. The product is [NH2:10][C:7]1[N:8]=[N:9][C:4]2[CH:3]=[C:2]([C:23]3[CH:24]=[C:19]([NH:18][S:15]([CH3:14])(=[O:16])=[O:17])[CH:20]=[CH:21][CH:22]=3)[CH:12]=[C:11]([CH3:13])[C:5]=2[N:6]=1. (4) The product is [F:24][C@H:13]1[C@@H:14]([OH:20])[C@H:15]([OH:16])[C@@H:10]([CH2:9][OH:8])[O:11][C@@H:12]1[O:25][C:26]1[CH:27]=[CH:28][C:29]([C:32]2[CH:33]=[C:34]([CH:35]=[CH:36][CH:37]=2)[C:38]([NH:39][CH3:40])=[O:41])=[CH:30][CH:31]=1. The reactants are C([O-])(=O)C.C([O:8][CH2:9][C@@H:10]1[C@@H:15]([O:16]C(=O)C)[C@H:14]([O:20]C(=O)C)[C@H:13]([F:24])[C@@H:12]([O:25][C:26]2[CH:31]=[CH:30][C:29]([C:32]3[CH:37]=[CH:36][CH:35]=[C:34]([C:38](=[O:41])[NH:39][CH3:40])[CH:33]=3)=[CH:28][CH:27]=2)[O:11]1)(=O)C. No catalyst specified. The yield is 0.860. (5) The reactants are [N+:1]([C:4]1[CH:9]=[CH:8][C:7]([CH:10]([C:13](=O)[CH2:14][CH3:15])[C:11]#[N:12])=[CH:6][CH:5]=1)([O-:3])=[O:2].Cl.[NH2:18][C:19]([NH2:21])=[NH:20].[O-]CC.[K+]. The catalyst is C(OCC)(=O)C.C(O)C. The product is [CH2:14]([C:13]1[N:18]=[C:19]([NH2:21])[N:20]=[C:11]([NH2:12])[C:10]=1[C:7]1[CH:6]=[CH:5][C:4]([N+:1]([O-:3])=[O:2])=[CH:9][CH:8]=1)[CH3:15]. The yield is 0.270. (6) The reactants are [NH2:1][C@@H:2]1[CH:7]2[CH2:8][CH2:9][N:4]([CH2:5][CH2:6]2)[C@H:3]1[CH2:10][C:11]1[CH:12]=[N:13][CH:14]=[CH:15][CH:16]=1.C(N(CC)CC)C.[O:24]1[C:28]2[CH:29]=[CH:30][CH:31]=[CH:32][C:27]=2[CH:26]=[C:25]1[C:33](O)=[O:34].C(=O)([O-])[O-].[K+].[K+]. The catalyst is ClCCl. The product is [N:13]1[CH:14]=[CH:15][CH:16]=[C:11]([CH2:10][C@H:3]2[C@H:2]([NH:1][C:33]([C:25]3[O:24][C:28]4[CH:29]=[CH:30][CH:31]=[CH:32][C:27]=4[CH:26]=3)=[O:34])[CH:7]3[CH2:6][CH2:5][N:4]2[CH2:9][CH2:8]3)[CH:12]=1. The yield is 0.770. (7) The reactants are [O:1]1[C:5]2[CH:6]=[CH:7][C:8]([C:10]3([C:13]([NH:15][C:16]4[CH:17]=[C:18]5[C:22](=[CH:23][CH:24]=4)[N:21]([CH2:25][CH2:26]Cl)[CH:20]([C:28]([CH3:31])([CH3:30])[CH3:29])[CH2:19]5)=[O:14])[CH2:12][CH2:11]3)=[CH:9][C:4]=2[O:3][CH2:2]1.[C-:32]#[N:33].[Na+]. The catalyst is C(O)C.O. The product is [O:1]1[C:5]2[CH:6]=[CH:7][C:8]([C:10]3([C:13]([NH:15][C:16]4[CH:17]=[C:18]5[C:22](=[CH:23][CH:24]=4)[N:21]([CH2:25][CH2:26][C:32]#[N:33])[CH:20]([C:28]([CH3:31])([CH3:30])[CH3:29])[CH2:19]5)=[O:14])[CH2:12][CH2:11]3)=[CH:9][C:4]=2[O:3][CH2:2]1. The yield is 0.770. (8) The reactants are [Cl:1][C:2]1[C:3]([CH3:35])=[N:4][O:5][C:6]=1[N:7](COCCOC)[S:8]([C:11]1[C:19]2[C:14](=[N:15][CH:16]=[CH:17][CH:18]=2)[S:13][C:12]=1[CH2:20][C:21]1[CH:26]=[CH:25][C:24]([CH3:27])=[CH:23][C:22]=1[CH3:28])(=[O:10])=[O:9].Cl. The catalyst is CO. The product is [Cl:1][C:2]1[C:3]([CH3:35])=[N:4][O:5][C:6]=1[NH:7][S:8]([C:11]1[C:19]2[C:14](=[N:15][CH:16]=[CH:17][CH:18]=2)[S:13][C:12]=1[CH2:20][C:21]1[CH:26]=[CH:25][C:24]([CH3:27])=[CH:23][C:22]=1[CH3:28])(=[O:9])=[O:10]. The yield is 0.720. (9) The reactants are [CH3:1][N:2]1[CH2:7][CH2:6][N:5]([CH2:8][CH2:9][CH2:10][O:11][C:12]2[CH:21]=[C:20]3[C:15]([C:16](=[O:30])[N:17](COC(=O)C(C)(C)C)[CH:18]=[N:19]3)=[CH:14][C:13]=2[O:31][CH3:32])[CH2:4][CH2:3]1.N. The catalyst is CO. The product is [CH3:1][N:2]1[CH2:3][CH2:4][N:5]([CH2:8][CH2:9][CH2:10][O:11][C:12]2[CH:21]=[C:20]3[C:15]([C:16](=[O:30])[NH:17][CH:18]=[N:19]3)=[CH:14][C:13]=2[O:31][CH3:32])[CH2:6][CH2:7]1. The yield is 0.950. (10) The reactants are [F:1][C:2]([F:14])([F:13])[C:3]([C:9]([F:12])([F:11])[F:10])([OH:8])[CH2:4][CH2:5][CH2:6][OH:7].C[Li].[CH2:17]([Li])CCC.[C:22](Cl)(=[O:25])[CH:23]=[CH2:24].C(Cl)(=O)C(C)=C. No catalyst specified. The product is [C:22]([O:7][CH2:6][CH:5]([CH3:17])[CH2:4][C:3]([C:9]([F:10])([F:11])[F:12])([OH:8])[C:2]([F:13])([F:14])[F:1])(=[O:25])[CH:23]=[CH2:24]. The yield is 0.860.